From a dataset of Catalyst prediction with 721,799 reactions and 888 catalyst types from USPTO. Predict which catalyst facilitates the given reaction. (1) Reactant: [C:1]([O:5][C:6]([N:8]([CH2:32][C:33]1[CH:34]=[C:35]([CH:40]=[CH:41][CH:42]=1)[C:36]([O:38]C)=[O:37])[S:9]([C:12]1[CH:17]=[C:16]([C:18]([NH:20][N:21]2[C:29]3[C:24](=[CH:25][CH:26]=[CH:27][CH:28]=3)[CH2:23][CH:22]2[CH3:30])=[O:19])[CH:15]=[CH:14][C:13]=1[Cl:31])(=[O:11])=[O:10])=[O:7])([CH3:4])([CH3:3])[CH3:2].[OH-].[Li+].O. Product: [C:1]([O:5][C:6]([N:8]([CH2:32][C:33]1[CH:34]=[C:35]([CH:40]=[CH:41][CH:42]=1)[C:36]([OH:38])=[O:37])[S:9]([C:12]1[CH:17]=[C:16]([C:18]([NH:20][N:21]2[C:29]3[C:24](=[CH:25][CH:26]=[CH:27][CH:28]=3)[CH2:23][CH:22]2[CH3:30])=[O:19])[CH:15]=[CH:14][C:13]=1[Cl:31])(=[O:10])=[O:11])=[O:7])([CH3:2])([CH3:3])[CH3:4]. The catalyst class is: 47. (2) Reactant: [Al+3].[Cl-].[Cl-].[Cl-].[CH3:5][O:6][C:7](=[O:17])[C:8]1[CH:13]=[CH:12][C:11]([C:14](Cl)=[O:15])=[CH:10][CH:9]=1.[F:18][C:19]1[CH:24]=[CH:23][CH:22]=[CH:21][C:20]=1[O:25][CH3:26]. Product: [CH3:5][O:6][C:7](=[O:17])[C:8]1[CH:13]=[CH:12][C:11]([C:14](=[O:15])[C:23]2[CH:22]=[CH:21][C:20]([O:25][CH3:26])=[C:19]([F:18])[CH:24]=2)=[CH:10][CH:9]=1. The catalyst class is: 4.